From a dataset of Reaction yield outcomes from USPTO patents with 853,638 reactions. Predict the reaction yield, written as a fraction of the theoretical maximum amount of product (1.0 means a 100% yield; for example, 0.34 means a 34% yield). The reactants are [CH3:1][N:2]1[CH:6]([C:7]([OH:9])=O)[CH2:5][C:4]([CH3:10])=[N:3]1.[NH2:11][C:12]1[CH:13]=[C:14]([CH:31]=[CH:32][C:33]=1[CH3:34])[O:15][C:16]1[CH:17]=[CH:18][C:19]2[N:20]([CH:22]=[C:23]([NH:25][C:26]([CH:28]3[CH2:30][CH2:29]3)=[O:27])[N:24]=2)[N:21]=1.C(N(CC)C(C)C)(C)C. The catalyst is CN(C)C=O. The product is [CH:28]1([C:26]([NH:25][C:23]2[N:24]=[C:19]3[CH:18]=[CH:17][C:16]([O:15][C:14]4[CH:31]=[CH:32][C:33]([CH3:34])=[C:12]([NH:11][C:7]([CH:6]5[N:2]([CH3:1])[N:3]=[C:4]([CH3:10])[CH2:5]5)=[O:9])[CH:13]=4)=[N:21][N:20]3[CH:22]=2)=[O:27])[CH2:29][CH2:30]1. The yield is 0.720.